This data is from Forward reaction prediction with 1.9M reactions from USPTO patents (1976-2016). The task is: Predict the product of the given reaction. (1) Given the reactants O[CH2:2][C:3]1([C:9]([O:11][CH3:12])=[O:10])[CH:8]=[CH:7][CH:6]=[CH:5][NH:4]1.C(N(CC)CC)C.[CH3:20][S:21](Cl)(=[O:23])=[O:22], predict the reaction product. The product is: [CH3:20][S:21]([CH2:2][C:3]1([C:9]([O:11][CH3:12])=[O:10])[CH:8]=[CH:7][CH:6]=[CH:5][NH:4]1)(=[O:23])=[O:22]. (2) Given the reactants [CH:1]([O:4][C:5]1[CH:28]=[CH:27][C:8]([C:9]([N:11]2[CH2:26][CH2:25][C:14]3([O:23][C:18]4=[N:19][CH:20]=[CH:21][CH:22]=[C:17]4[C:16](=[O:24])[CH2:15]3)[CH2:13][CH2:12]2)=[O:10])=[CH:7][C:6]=1[CH3:29])([CH3:3])[CH3:2].[BH4-].[Na+], predict the reaction product. The product is: [OH:24][CH:16]1[C:17]2[C:18](=[N:19][CH:20]=[CH:21][CH:22]=2)[O:23][C:14]2([CH2:25][CH2:26][N:11]([C:9]([C:8]3[CH:27]=[CH:28][C:5]([O:4][CH:1]([CH3:2])[CH3:3])=[C:6]([CH3:29])[CH:7]=3)=[O:10])[CH2:12][CH2:13]2)[CH2:15]1. (3) Given the reactants [F:1][C:2]12[CH2:7][C:5]([C:8]([O:10]C)=[O:9])([CH2:6]1)[N:4](C)[CH2:3]2.Cl, predict the reaction product. The product is: [F:1][C:2]12[CH2:7][C:5]([C:8]([OH:10])=[O:9])([CH2:6]1)[NH:4][CH2:3]2. (4) Given the reactants Cl[C:2]1[C:7]([Cl:8])=[CH:6][C:5]([C:9]([F:12])([F:11])[F:10])=[CH:4][N:3]=1.[NH:13]1[CH2:18][CH2:17][CH:16]([NH:19][C:20](=[O:26])[O:21][C:22]([CH3:25])([CH3:24])[CH3:23])[CH2:15][CH2:14]1.C(=O)([O-])N.[K+], predict the reaction product. The product is: [C:22]([O:21][C:20](=[O:26])[NH:19][CH:16]1[CH2:17][CH2:18][N:13]([C:2]2[C:7]([Cl:8])=[CH:6][C:5]([C:9]([F:12])([F:11])[F:10])=[CH:4][N:3]=2)[CH2:14][CH2:15]1)([CH3:25])([CH3:23])[CH3:24]. (5) Given the reactants [Cl:1][C:2]1[CH:8]=[CH:7][C:5]([NH2:6])=[CH:4][C:3]=1[C:9]1[CH:14]=[CH:13][CH:12]=[CH:11][N:10]=1.[Cl:15][C:16]1[CH:24]=[C:23]([S:25]([CH3:28])(=[O:27])=[O:26])[CH:22]=[CH:21][C:17]=1[C:18](Cl)=[O:19], predict the reaction product. The product is: [Cl:15][C:16]1[CH:24]=[C:23]([S:25]([CH3:28])(=[O:27])=[O:26])[CH:22]=[CH:21][C:17]=1[C:18]([NH:6][C:5]1[CH:7]=[CH:8][C:2]([Cl:1])=[C:3]([C:9]2[CH:14]=[CH:13][CH:12]=[CH:11][N:10]=2)[CH:4]=1)=[O:19]. (6) Given the reactants [CH:1]1([CH:4]([C:11]2[CH:16]=[C:15]([O:17][CH2:18][C:19]3[CH:20]=[N:21][C:22]([C:30]4[CH:35]=[C:34]([O:36][CH3:37])[CH:33]=[CH:32][C:31]=4[F:38])=[C:23]([CH2:25][C:26]([CH3:29])([CH3:28])[CH3:27])[CH:24]=3)[N:14]=[CH:13][N:12]=2)[CH2:5][C:6]([O:8]CC)=[O:7])[CH2:3][CH2:2]1.[OH-].[Na+].Cl, predict the reaction product. The product is: [CH:1]1([CH:4]([C:11]2[CH:16]=[C:15]([O:17][CH2:18][C:19]3[CH:20]=[N:21][C:22]([C:30]4[CH:35]=[C:34]([O:36][CH3:37])[CH:33]=[CH:32][C:31]=4[F:38])=[C:23]([CH2:25][C:26]([CH3:29])([CH3:27])[CH3:28])[CH:24]=3)[N:14]=[CH:13][N:12]=2)[CH2:5][C:6]([OH:8])=[O:7])[CH2:2][CH2:3]1. (7) Given the reactants [OH:1][CH2:2][CH2:3][O:4][NH:5][C:6]([C:8]1[C:23]([NH:24][C:25]2[CH:30]=[CH:29][C:28]([Br:31])=[CH:27][C:26]=2[Cl:32])=[C:22]([F:33])[C:11]2[N:12]=[CH:13][N:14]([CH2:15][C@@H:16]3[CH2:21][CH2:20][CH2:19][CH2:18][O:17]3)[C:10]=2[CH:9]=1)=[O:7].N1C=NN=N1.C(N(C(C)C)[P:43]([O:49][C:50]([CH3:53])([CH3:52])[CH3:51])[O:44][C:45]([CH3:48])([CH3:47])[CH3:46])(C)C.C([O:61]O)(C)(C)C, predict the reaction product. The product is: [C:50]([O:49][P:43](=[O:61])([O:44][C:45]([CH3:46])([CH3:47])[CH3:48])[O:1][CH2:2][CH2:3][O:4][NH:5][C:6]([C:8]1[C:23]([NH:24][C:25]2[CH:30]=[CH:29][C:28]([Br:31])=[CH:27][C:26]=2[Cl:32])=[C:22]([F:33])[C:11]2[N:12]=[CH:13][N:14]([CH2:15][CH:16]3[CH2:21][CH2:20][CH2:19][CH2:18][O:17]3)[C:10]=2[CH:9]=1)=[O:7])([CH3:51])([CH3:52])[CH3:53].